Dataset: Forward reaction prediction with 1.9M reactions from USPTO patents (1976-2016). Task: Predict the product of the given reaction. (1) Given the reactants [OH:1][C:2]1[CH:7]=[CH:6][N:5]=[CH:4][C:3]=1[NH:8][S:9]([C:12]1[CH:17]=[CH:16][C:15](C(F)(F)F)=[CH:14][CH:13]=1)(=[O:11])=[O:10].[F:22][C:23]([F:36])([F:35])[O:24]C1C=CC(S(Cl)(=O)=O)=CC=1.C1(S(Cl)(=O)=O)C=CC=CC=1, predict the reaction product. The product is: [OH:1][C:2]1[CH:7]=[CH:6][N:5]=[CH:4][C:3]=1[NH:8][S:9]([C:12]1[CH:13]=[CH:14][C:15]([O:24][C:23]([F:36])([F:35])[F:22])=[CH:16][CH:17]=1)(=[O:10])=[O:11]. (2) Given the reactants [O:1]=[S:2]1(=[O:18])[CH2:6][CH2:5][CH2:4][N:3]1[CH2:7][C:8]12[CH2:16][CH:12]3[CH2:13][CH:14]([CH2:15]1)[C:10]([NH2:17])([CH2:11]3)[CH2:9]2.C([O-])([O-])=O.[K+].[K+].Cl[CH2:26][C:27]([N:29]1[CH2:33][CH2:32][CH2:31][C@H:30]1[C:34]#[N:35])=[O:28], predict the reaction product. The product is: [O:1]=[S:2]1(=[O:18])[CH2:6][CH2:5][CH2:4][N:3]1[CH2:7][C:8]12[CH2:16][CH:12]3[CH2:11][C:10]([NH:17][CH2:26][C:27]([N:29]4[CH2:33][CH2:32][CH2:31][C@H:30]4[C:34]#[N:35])=[O:28])([CH2:9]1)[CH:14]([CH2:13]3)[CH2:15]2.